This data is from NCI-60 drug combinations with 297,098 pairs across 59 cell lines. The task is: Regression. Given two drug SMILES strings and cell line genomic features, predict the synergy score measuring deviation from expected non-interaction effect. (1) Drug 1: C1CC(=O)NC(=O)C1N2CC3=C(C2=O)C=CC=C3N. Drug 2: CC1=C(C(=CC=C1)Cl)NC(=O)C2=CN=C(S2)NC3=CC(=NC(=N3)C)N4CCN(CC4)CCO. Cell line: OVCAR3. Synergy scores: CSS=16.4, Synergy_ZIP=-6.67, Synergy_Bliss=3.18, Synergy_Loewe=-11.3, Synergy_HSA=4.20. (2) Drug 1: CS(=O)(=O)C1=CC(=C(C=C1)C(=O)NC2=CC(=C(C=C2)Cl)C3=CC=CC=N3)Cl. Drug 2: COC1=C2C(=CC3=C1OC=C3)C=CC(=O)O2. Cell line: OVCAR3. Synergy scores: CSS=-0.127, Synergy_ZIP=4.95, Synergy_Bliss=9.16, Synergy_Loewe=-2.50, Synergy_HSA=-1.82. (3) Drug 1: CC1CCC2CC(C(=CC=CC=CC(CC(C(=O)C(C(C(=CC(C(=O)CC(OC(=O)C3CCCCN3C(=O)C(=O)C1(O2)O)C(C)CC4CCC(C(C4)OC)O)C)C)O)OC)C)C)C)OC. Drug 2: CC(C)CN1C=NC2=C1C3=CC=CC=C3N=C2N. Synergy scores: CSS=35.8, Synergy_ZIP=-12.1, Synergy_Bliss=-5.06, Synergy_Loewe=-6.16, Synergy_HSA=-1.65. Cell line: K-562. (4) Drug 2: C1=NC2=C(N=C(N=C2N1C3C(C(C(O3)CO)O)F)Cl)N. Synergy scores: CSS=40.4, Synergy_ZIP=-2.06, Synergy_Bliss=-3.27, Synergy_Loewe=-12.9, Synergy_HSA=-2.90. Drug 1: CNC(=O)C1=CC=CC=C1SC2=CC3=C(C=C2)C(=NN3)C=CC4=CC=CC=N4. Cell line: A549.